This data is from Reaction yield outcomes from USPTO patents with 853,638 reactions. The task is: Predict the reaction yield, written as a fraction of the theoretical maximum amount of product (1.0 means a 100% yield; for example, 0.34 means a 34% yield). (1) The reactants are [Br:1]Br.[CH2:3]([O:10][C:11]1[CH:12]=[C:13]([C:25](=[O:27])[CH3:26])[CH:14]=[C:15]([O:17][CH2:18][C:19]2[CH:24]=[CH:23][CH:22]=[CH:21][CH:20]=2)[CH:16]=1)[C:4]1[CH:9]=[CH:8][CH:7]=[CH:6][CH:5]=1.O. The catalyst is C(Cl)(Cl)Cl. The product is [CH2:18]([O:17][C:15]1[CH:14]=[C:13]([C:25](=[O:27])[CH2:26][Br:1])[CH:12]=[C:11]([O:10][CH2:3][C:4]2[CH:5]=[CH:6][CH:7]=[CH:8][CH:9]=2)[CH:16]=1)[C:19]1[CH:20]=[CH:21][CH:22]=[CH:23][CH:24]=1. The yield is 0.220. (2) The reactants are [Li]CCCC.Br[C:7]1[CH:12]=[CH:11][CH:10]=[CH:9][C:8]=1[CH:13]([F:15])[F:14].CN([CH:19]=[O:20])C. The catalyst is C1COCC1. The product is [F:14][CH:13]([F:15])[C:8]1[CH:9]=[CH:10][CH:11]=[CH:12][C:7]=1[CH:19]=[O:20]. The yield is 0.940. (3) The reactants are [CH:1](=[N:3]/[NH:4][C:5]([O:7][C:8]([CH3:11])([CH3:10])[CH3:9])=[O:6])\[CH3:2].CC(C[AlH]CC(C)C)C.[C@H](O)(C([O-])=O)[C@@H](O)C([O-])=O.[Na+].[K+]. The catalyst is C1COCC1.C1(C)C=CC=CC=1. The product is [CH2:1]([NH:3][NH:4][C:5]([O:7][C:8]([CH3:9])([CH3:11])[CH3:10])=[O:6])[CH3:2]. The yield is 0.490. (4) The reactants are C([N:8]1[CH:12]=[C:11](/[CH:13]=[CH:14]/[C:15]([O:17][CH3:18])=[O:16])[C:10]([C:19]([CH3:22])([CH3:21])[CH3:20])=[N:9]1)C1C=CC=CC=1.C(O)C.O1CCCC1. The catalyst is [C].[Pd].C(O)=O. The product is [C:19]([C:10]1[C:11]([CH2:13][CH2:14][C:15]([O:17][CH3:18])=[O:16])=[CH:12][NH:8][N:9]=1)([CH3:22])([CH3:20])[CH3:21]. The yield is 0.910. (5) The reactants are O[C:2]1[C:11]2[C:6](=[N:7][CH:8]=[CH:9][CH:10]=2)[N:5]([C:12]2[CH:17]=[CH:16][CH:15]=[CH:14][CH:13]=2)[C:4](=[O:18])[C:3]=1[C:19](=O)[CH2:20][C:21]1[CH:26]=[CH:25][CH:24]=[CH:23][C:22]=1OC.[OH2:30].[NH2:31][NH2:32].[CH3:33]N(C=O)C. No catalyst specified. The product is [CH3:33][O:30][C:22]1[CH:23]=[CH:24][CH:25]=[CH:26][C:21]=1[CH2:20][C:19]1[C:3]2[C:4](=[O:18])[N:5]([C:12]3[CH:17]=[CH:16][CH:15]=[CH:14][CH:13]=3)[C:6]3[N:7]=[CH:8][CH:9]=[CH:10][C:11]=3[C:2]=2[NH:32][N:31]=1. The yield is 0.930.